This data is from Full USPTO retrosynthesis dataset with 1.9M reactions from patents (1976-2016). The task is: Predict the reactants needed to synthesize the given product. (1) Given the product [OH:1][C:2]1[CH:3]=[C:4]([CH:9]=[CH:10][C:11]=1[C:18]#[C:17][Si:14]([CH3:16])([CH3:15])[CH3:13])[C:5]([O:7][CH3:8])=[O:6], predict the reactants needed to synthesize it. The reactants are: [OH:1][C:2]1[CH:3]=[C:4]([CH:9]=[CH:10][C:11]=1I)[C:5]([O:7][CH3:8])=[O:6].[CH3:13][Si:14]([C:17]#[CH:18])([CH3:16])[CH3:15].C(NC(C)C)(C)C. (2) Given the product [O:16]1[C:20]2([CH2:25][CH2:24][N:23]([CH2:14][CH2:13][C:4]3[C:3]([O:2][CH3:1])=[CH:12][CH:11]=[C:10]4[C:5]=3[CH:6]=[CH:7][CH:8]=[N:9]4)[CH2:22][CH2:21]2)[O:19][CH2:18][CH2:17]1, predict the reactants needed to synthesize it. The reactants are: [CH3:1][O:2][C:3]1[C:4]([CH2:13][CH:14]=O)=[C:5]2[C:10](=[CH:11][CH:12]=1)[N:9]=[CH:8][CH:7]=[CH:6]2.[O:16]1[C:20]2([CH2:25][CH2:24][NH:23][CH2:22][CH2:21]2)[O:19][CH2:18][CH2:17]1.C(O[BH-](OC(=O)C)OC(=O)C)(=O)C.[Na+].C(=O)(O)[O-].[Na+]. (3) Given the product [CH3:40][C:37]1([CH3:41])[O:36][C:35]2[CH:42]=[CH:43][C:32]([CH:30]([OH:31])[CH2:29][NH:28][CH2:2][CH2:3][CH2:4][CH2:5][CH2:6][CH2:7][O:8][CH2:9][CH2:10][CH2:11][CH2:12][C:13]3[CH:18]=[CH:17][CH:16]=[CH:15][CH:14]=3)=[CH:33][C:34]=2[CH2:39][O:38]1, predict the reactants needed to synthesize it. The reactants are: Br[CH2:2][CH2:3][CH2:4][CH2:5][CH2:6][CH2:7][O:8][CH2:9][CH2:10][CH2:11][CH2:12][C:13]1[CH:18]=[CH:17][CH:16]=[CH:15][CH:14]=1.C(N(C(C)C)C(C)C)C.[NH2:28][CH2:29][CH:30]([C:32]1[CH:43]=[CH:42][C:35]2[O:36][C:37]([CH3:41])([CH3:40])[O:38][CH2:39][C:34]=2[CH:33]=1)[OH:31].C(OCC)(=O)C. (4) Given the product [CH2:1]([O:8][C:9]([C@@H:10]([NH:11][CH2:17][CH2:16][CH2:22][S:19]([OH:21])(=[O:20])=[O:18])[CH:12]([CH3:13])[CH3:14])=[O:15])[C:2]1[CH:7]=[CH:6][CH:5]=[CH:4][CH:3]=1, predict the reactants needed to synthesize it. The reactants are: [CH2:1]([O:8][C:9](=[O:15])[C@H:10]([CH:12]([CH3:14])[CH3:13])[NH2:11])[C:2]1[CH:7]=[CH:6][CH:5]=[CH:4][CH:3]=1.[CH2:16]1[CH2:22][S:19](=[O:21])(=[O:20])[O:18][CH2:17]1. (5) Given the product [CH3:14][NH:15][S:16]([C:19]1[CH:20]=[C:21]([O:7][C:1]2[CH:6]=[CH:5][CH:4]=[CH:3][CH:2]=2)[CH:22]=[CH:23][CH:24]=1)(=[O:18])=[O:17], predict the reactants needed to synthesize it. The reactants are: [C:1]1([OH:7])[CH:6]=[CH:5][CH:4]=[CH:3][CH:2]=1.C([O-])([O-])=O.[K+].[K+].[CH3:14][NH:15][S:16]([C:19]1[CH:24]=[CH:23][CH:22]=[C:21](Br)[CH:20]=1)(=[O:18])=[O:17].